From a dataset of NCI-60 drug combinations with 297,098 pairs across 59 cell lines. Regression. Given two drug SMILES strings and cell line genomic features, predict the synergy score measuring deviation from expected non-interaction effect. (1) Drug 1: CC1C(C(CC(O1)OC2CC(CC3=C2C(=C4C(=C3O)C(=O)C5=C(C4=O)C(=CC=C5)OC)O)(C(=O)C)O)N)O.Cl. Drug 2: C1CN(CCN1C(=O)CCBr)C(=O)CCBr. Cell line: NCI/ADR-RES. Synergy scores: CSS=9.47, Synergy_ZIP=-2.61, Synergy_Bliss=-0.915, Synergy_Loewe=-0.212, Synergy_HSA=0.191. (2) Drug 1: CC=C1C(=O)NC(C(=O)OC2CC(=O)NC(C(=O)NC(CSSCCC=C2)C(=O)N1)C(C)C)C(C)C. Drug 2: COCCOC1=C(C=C2C(=C1)C(=NC=N2)NC3=CC=CC(=C3)C#C)OCCOC.Cl. Cell line: MDA-MB-231. Synergy scores: CSS=34.6, Synergy_ZIP=-2.60, Synergy_Bliss=-0.506, Synergy_Loewe=-35.6, Synergy_HSA=0.0565. (3) Drug 1: CN(C)C1=NC(=NC(=N1)N(C)C)N(C)C. Drug 2: C1=CC(=CC=C1CCCC(=O)O)N(CCCl)CCCl. Cell line: SK-MEL-5. Synergy scores: CSS=22.2, Synergy_ZIP=-7.54, Synergy_Bliss=-2.20, Synergy_Loewe=-16.8, Synergy_HSA=-6.46. (4) Drug 1: CC1=C2C(C(=O)C3(C(CC4C(C3C(C(C2(C)C)(CC1OC(=O)C(C(C5=CC=CC=C5)NC(=O)OC(C)(C)C)O)O)OC(=O)C6=CC=CC=C6)(CO4)OC(=O)C)O)C)O. Drug 2: CN(CC1=CN=C2C(=N1)C(=NC(=N2)N)N)C3=CC=C(C=C3)C(=O)NC(CCC(=O)O)C(=O)O. Cell line: NCI-H322M. Synergy scores: CSS=32.4, Synergy_ZIP=1.31, Synergy_Bliss=2.68, Synergy_Loewe=-7.39, Synergy_HSA=1.74. (5) Drug 1: C1CCC(CC1)NC(=O)N(CCCl)N=O. Drug 2: C1CN(CCN1C(=O)CCBr)C(=O)CCBr. Synergy scores: CSS=30.0, Synergy_ZIP=4.28, Synergy_Bliss=4.58, Synergy_Loewe=8.13, Synergy_HSA=8.36. Cell line: NCI-H226. (6) Drug 1: CC1CCC2CC(C(=CC=CC=CC(CC(C(=O)C(C(C(=CC(C(=O)CC(OC(=O)C3CCCCN3C(=O)C(=O)C1(O2)O)C(C)CC4CCC(C(C4)OC)OCCO)C)C)O)OC)C)C)C)OC. Drug 2: C1CNP(=O)(OC1)N(CCCl)CCCl. Cell line: HT29. Synergy scores: CSS=13.2, Synergy_ZIP=-1.05, Synergy_Bliss=2.20, Synergy_Loewe=-38.5, Synergy_HSA=-0.667.